Predict the reactants needed to synthesize the given product. From a dataset of Retrosynthesis with 50K atom-mapped reactions and 10 reaction types from USPTO. (1) The reactants are: Nc1cc(Oc2ccc3nc(NC(=O)C4CC4)sc3n2)ccc1F.O=C=Nc1cccc(C(F)(F)F)c1. Given the product O=C(Nc1cccc(C(F)(F)F)c1)Nc1cc(Oc2ccc3nc(NC(=O)C4CC4)sc3n2)ccc1F, predict the reactants needed to synthesize it. (2) Given the product Oc1cccc2c1C1(CC1)CO2, predict the reactants needed to synthesize it. The reactants are: COCOc1cccc2c1C1(CC1)CO2. (3) Given the product CC(=O)Oc1c(Cl)cc(Cl)cc1S(=O)(=O)Cl, predict the reactants needed to synthesize it. The reactants are: CC(=O)Cl.O=S(=O)(Cl)c1cc(Cl)cc(Cl)c1O. (4) Given the product N#Cc1ccc(C=O)cc1F, predict the reactants needed to synthesize it. The reactants are: N#Cc1ccc(CO)cc1F.